Task: Predict the reaction yield, written as a fraction of the theoretical maximum amount of product (1.0 means a 100% yield; for example, 0.34 means a 34% yield).. Dataset: Reaction yield outcomes from USPTO patents with 853,638 reactions The reactants are [CH3:1][O:2][C:3]1[CH:12]=[CH:11][C:10]([O:13][CH3:14])=[C:9]2[C:4]=1[CH2:5][CH2:6][CH2:7][CH:8]2[CH:15]=[O:16].CC(C)=[O:19].OS(O)(=O)=O.O=[Cr](=O)=O. The yield is 0.190. The catalyst is CC(C)=O.C(Cl)Cl. The product is [CH3:1][O:2][C:3]1[CH:12]=[CH:11][C:10]([O:13][CH3:14])=[C:9]2[C:4]=1[CH2:5][CH2:6][CH2:7][CH:8]2[C:15]([OH:19])=[O:16].